Dataset: Forward reaction prediction with 1.9M reactions from USPTO patents (1976-2016). Task: Predict the product of the given reaction. (1) Given the reactants [CH3:1][C:2]1[C:7]([C:8]2[S:9][C:10]3[CH:16]=[C:15]([CH2:17][C:18]([OH:20])=O)[CH:14]=[CH:13][C:11]=3[N:12]=2)=[CH:6][CH:5]=[CH:4][N:3]=1.Cl.[CH3:22][C:23]1[CH:28]=[C:27]([CH3:29])[CH:26]=[CH:25][C:24]=1[CH:30]([C:32]1[CH:37]=[CH:36][CH:35]=[CH:34][CH:33]=1)[NH2:31], predict the reaction product. The product is: [CH3:22][C:23]1[CH:28]=[C:27]([CH3:29])[CH:26]=[CH:25][C:24]=1[CH:30]([C:32]1[CH:37]=[CH:36][CH:35]=[CH:34][CH:33]=1)[NH:31][C:18](=[O:20])[CH2:17][C:15]1[CH:14]=[CH:13][C:11]2[N:12]=[C:8]([C:7]3[C:2]([CH3:1])=[N:3][CH:4]=[CH:5][CH:6]=3)[S:9][C:10]=2[CH:16]=1. (2) Given the reactants Cl[C:2]1[CH:7]=[CH:6][N:5]=[C:4]2[CH:8]=[C:9]([C:11]([N:13]3[CH2:17][C@@H:16]([O:18][CH3:19])[C@H:15]([O:20][CH3:21])[CH2:14]3)=[O:12])[S:10][C:3]=12.[CH3:22][C:23]1[NH:24][C:25]2[C:30]([CH:31]=1)=[CH:29][C:28]([OH:32])=[CH:27][CH:26]=2, predict the reaction product. The product is: [CH3:21][O:20][C@H:15]1[C@H:16]([O:18][CH3:19])[CH2:17][N:13]([C:11]([C:9]2[S:10][C:3]3[C:4](=[N:5][CH:6]=[CH:7][C:2]=3[O:32][C:28]3[CH:29]=[C:30]4[C:25](=[CH:26][CH:27]=3)[NH:24][C:23]([CH3:22])=[CH:31]4)[CH:8]=2)=[O:12])[CH2:14]1.